From a dataset of Full USPTO retrosynthesis dataset with 1.9M reactions from patents (1976-2016). Predict the reactants needed to synthesize the given product. (1) Given the product [CH2:1]([N:3]1[C:7]([C:8]2[CH:9]=[CH:10][CH:11]=[CH:12][CH:13]=2)=[CH:6][S:5]/[C:4]/1=[N:14]\[C:15]1[CH:16]=[CH:17][C:18]([C:19]([OH:21])=[O:20])=[CH:23][CH:24]=1)[CH3:2], predict the reactants needed to synthesize it. The reactants are: [CH2:1]([N:3]1[C:7]([C:8]2[CH:13]=[CH:12][CH:11]=[CH:10][CH:9]=2)=[CH:6][S:5]/[C:4]/1=[N:14]\[C:15]1[CH:24]=[CH:23][C:18]([C:19]([O:21]C)=[O:20])=[CH:17][CH:16]=1)[CH3:2].[OH-].[Na+]. (2) Given the product [CH2:27]([C:8]1([C:10]2[CH:11]=[C:12]([CH:13]=[CH:14][CH:15]=2)[O:16][CH2:17][CH2:18][NH:19][S:20]([CH2:23][CH:24]2[CH2:25][CH2:26]2)(=[O:22])=[O:21])[CH2:7][NH:6][CH2:9]1)[C:28]1[CH:33]=[CH:32][CH:31]=[CH:30][CH:29]=1, predict the reactants needed to synthesize it. The reactants are: C(OC([N:6]1[CH2:9][C:8]([CH2:27][C:28]2[CH:33]=[CH:32][CH:31]=[CH:30][CH:29]=2)([C:10]2[CH:15]=[CH:14][CH:13]=[C:12]([O:16][CH2:17][CH2:18][NH:19][S:20]([CH2:23][CH:24]3[CH2:26][CH2:25]3)(=[O:22])=[O:21])[CH:11]=2)[CH2:7]1)=O)C.[OH-].[Na+].CCO.